From a dataset of Forward reaction prediction with 1.9M reactions from USPTO patents (1976-2016). Predict the product of the given reaction. (1) Given the reactants [CH3:1][C:2]12[CH2:12]CCC[CH:3]1[C:4]([O:6][C:7]2=[O:8])=O.[CH3:13][CH:14]1[CH2:19][CH2:18][CH:17]2[C:20]([O:22][C:23](=[O:24])[CH:16]2[CH2:15]1)=[O:21].[OH:25]CCOC(=O)C(C)=C, predict the reaction product. The product is: [CH3:13][CH:14]1[CH2:19][CH2:18][C:17]([CH2:3][CH2:4][O:6][C:7](=[O:8])[C:2]([CH3:12])=[CH2:1])([C:20]([OH:25])=[O:21])[CH:16]([C:23]([OH:22])=[O:24])[CH2:15]1. (2) Given the reactants [OH:1][C:2]1[CH:7]=[CH:6][CH:5]=[CH:4][C:3]=1[C:8]1[NH:17][C:16](=[O:18])[C:15]2[C:10](=[CH:11][C:12]([CH3:19])=[CH:13][CH:14]=2)[N:9]=1.[CH3:20][C:21]([CH3:32])([CH3:31])[C:22](O[C:22](=[O:23])[C:21]([CH3:32])([CH3:31])[CH3:20])=[O:23].N1C=CC=CC=1.O, predict the reaction product. The product is: [CH3:19][C:12]1[CH:11]=[C:10]2[C:15]([C:16](=[O:18])[NH:17][C:8]([C:3]3[CH:4]=[CH:5][CH:6]=[CH:7][C:2]=3[O:1][C:22](=[O:23])[C:21]([CH3:32])([CH3:31])[CH3:20])=[N:9]2)=[CH:14][CH:13]=1. (3) Given the reactants [CH2:1]([O:8][C:9]([N:11]1[CH2:15][CH2:14][CH2:13][C@H:12]1[C:16]([NH:18][C:19]1[S:20][CH:21]=[C:22]([C:24]2[CH:32]=[CH:31][C:27]([C:28](O)=[O:29])=[CH:26][N:25]=2)[N:23]=1)=[O:17])=[O:10])[C:2]1[CH:7]=[CH:6][CH:5]=[CH:4][CH:3]=1.CN(C(ON1N=NC2[CH:44]=[CH:45][CH:46]=[N:47]C1=2)=[N+](C)C)C.F[P-](F)(F)(F)(F)F.CCN(C(C)C)C(C)C.C1(N)CC1, predict the reaction product. The product is: [CH2:1]([O:8][C:9]([N:11]1[CH2:15][CH2:14][CH2:13][C@H:12]1[C:16](=[O:17])[NH:18][C:19]1[S:20][CH:21]=[C:22]([C:24]2[CH:32]=[CH:31][C:27]([C:28](=[O:29])[NH:47][CH:46]3[CH2:44][CH2:45]3)=[CH:26][N:25]=2)[N:23]=1)=[O:10])[C:2]1[CH:3]=[CH:4][CH:5]=[CH:6][CH:7]=1. (4) Given the reactants [C:1]([CH:5]([CH2:11][C:12]1[CH:17]=[CH:16][C:15]([O:18][CH3:19])=[CH:14][C:13]=1[CH2:20][NH:21][CH2:22][C:23]([F:26])([F:25])[F:24])[CH2:6][C:7]([O:9][CH3:10])=[O:8])(OC)=[O:2].C(N(CCC)CCC)CC, predict the reaction product. The product is: [CH3:19][O:18][C:15]1[CH:16]=[CH:17][C:12]2[CH2:11][CH:5]([CH2:6][C:7]([O:9][CH3:10])=[O:8])[C:1](=[O:2])[N:21]([CH2:22][C:23]([F:26])([F:25])[F:24])[CH2:20][C:13]=2[CH:14]=1.